This data is from Forward reaction prediction with 1.9M reactions from USPTO patents (1976-2016). The task is: Predict the product of the given reaction. (1) Given the reactants C(O[C:6]([N:8]1[CH2:12][C:11](=[N:13][O:14][CH2:15][C:16]2[CH:21]=[CH:20][C:19]([O:22][CH3:23])=[CH:18][CH:17]=2)[CH2:10][C@H:9]1[C:24]([OH:26])=O)=[O:7])(C)(C)C.[C:27]1([C:36]2[CH:41]=[CH:40][CH:39]=[CH:38][CH:37]=2)[CH:32]=[CH:31][C:30](C(O)=O)=[CH:29][CH:28]=1.[CH2:42]([N:44]([CH2:48][CH3:49])[CH2:45][CH2:46][NH2:47])[CH3:43], predict the reaction product. The product is: [C:36]1([C:27]2[CH:28]=[CH:29][CH:30]=[CH:31][CH:32]=2)[CH:37]=[CH:38][C:39]([C:6]([N:8]2[CH2:12][C:11](=[N:13][O:14][CH2:15][C:16]3[CH:17]=[CH:18][C:19]([O:22][CH3:23])=[CH:20][CH:21]=3)[CH2:10][C@H:9]2[C:24]([NH:47][CH2:46][CH2:45][N:44]([CH2:48][CH3:49])[CH2:42][CH3:43])=[O:26])=[O:7])=[CH:40][CH:41]=1. (2) Given the reactants [Br:1][C:2]1[C:3]([N:18]2[CH2:23][CH2:22][CH:21]([C:24]3[CH:29]=[CH:28][CH:27]=[CH:26][CH:25]=3)[CH2:20][CH2:19]2)=[C:4]([C@H:10]([OH:17])[C:11]([O:13][CH:14]([CH3:16])[CH3:15])=[O:12])[C:5]([CH3:9])=[N:6][C:7]=1[CH3:8], predict the reaction product. The product is: [Br:1][C:2]1[C:3]([N:18]2[CH2:23][CH2:22][CH:21]([C:24]3[CH:29]=[CH:28][CH:27]=[CH:26][CH:25]=3)[CH2:20][CH2:19]2)=[C:4]([C@H:10]([O:17][C:4]([CH3:10])([CH3:5])[CH3:3])[C:11]([O:13][CH:14]([CH3:16])[CH3:15])=[O:12])[C:5]([CH3:9])=[N:6][C:7]=1[CH3:8]. (3) The product is: [CH:5]12[NH:8][CH:1]([CH2:7][CH2:6]1)[CH2:2][N:3]([C:16]([O:18][CH2:19][CH:20]1[C:32]3[CH:31]=[CH:30][CH:29]=[CH:28][C:27]=3[C:26]3[C:21]1=[CH:22][CH:23]=[CH:24][CH:25]=3)=[O:17])[CH2:4]2. Given the reactants [CH:1]12[N:8](C(OC(C)(C)C)=O)[CH:5]([CH2:6][CH2:7]1)[CH2:4][N:3]([C:16]([O:18][CH2:19][CH:20]1[C:32]3[CH:31]=[CH:30][CH:29]=[CH:28][C:27]=3[C:26]3[C:21]1=[CH:22][CH:23]=[CH:24][CH:25]=3)=[O:17])[CH2:2]2.C(O)(C(F)(F)F)=O, predict the reaction product. (4) Given the reactants Cl[C:2]1[N:11]=[C:10]([NH:12][CH2:13][CH:14]([C:20]2[CH:21]=[N:22][CH:23]=[CH:24][CH:25]=2)[C:15]2[NH:16][CH:17]=[CH:18][CH:19]=2)[C:9]2[C:4](=[CH:5][CH:6]=[CH:7][CH:8]=2)[N:3]=1.[CH3:26][S:27]([NH:30][C:31]1[CH:36]=[CH:35][C:34](B(O)O)=[CH:33][CH:32]=1)(=[O:29])=[O:28].C1(C(C2C=CC=CN=2)CNC2C3C(=CC=CC=3)N=C(C3C=CC(NS(C)(=O)=O)=CC=3)N=2)C=CC=CC=1, predict the reaction product. The product is: [N:22]1[CH:23]=[CH:24][CH:25]=[C:20]([CH:14]([C:15]2[NH:16][CH:17]=[CH:18][CH:19]=2)[CH2:13][NH:12][C:10]2[C:9]3[C:4](=[CH:5][CH:6]=[CH:7][CH:8]=3)[N:3]=[C:2]([C:34]3[CH:33]=[CH:32][C:31]([NH:30][S:27]([CH3:26])(=[O:28])=[O:29])=[CH:36][CH:35]=3)[N:11]=2)[CH:21]=1. (5) Given the reactants C[N:2]1[CH2:7][CH:6]=[C:5]([C:8]([O:10][CH2:11][CH3:12])=[O:9])[CH2:4][CH2:3]1.C(N(C(C)C)CC)(C)C.Cl[C:23]([O:25][CH2:26][CH3:27])=[O:24].C(=O)([O-])O.[Na+], predict the reaction product. The product is: [CH2:26]([O:25][C:23]([N:2]1[CH2:3][CH:4]=[C:5]([C:8]([O:10][CH2:11][CH3:12])=[O:9])[CH2:6][CH2:7]1)=[O:24])[CH3:27].